This data is from Forward reaction prediction with 1.9M reactions from USPTO patents (1976-2016). The task is: Predict the product of the given reaction. Given the reactants Br[CH2:2][C:3]1[CH:4]=[CH:5][C:6]2[N:7]=[C:8]([Cl:19])[N:9]=[C:10]([N:13]3[CH2:18][CH2:17][O:16][CH2:15][CH2:14]3)[C:11]=2[N:12]=1.[O:20]1[CH2:25][CH2:24][CH:23]([NH2:26])[CH2:22][CH2:21]1, predict the reaction product. The product is: [Cl:19][C:8]1[N:9]=[C:10]([N:13]2[CH2:18][CH2:17][O:16][CH2:15][CH2:14]2)[C:11]2[N:12]=[C:3]([CH2:2][NH:26][CH:23]3[CH2:24][CH2:25][O:20][CH2:21][CH2:22]3)[CH:4]=[CH:5][C:6]=2[N:7]=1.